Dataset: Forward reaction prediction with 1.9M reactions from USPTO patents (1976-2016). Task: Predict the product of the given reaction. (1) Given the reactants [F:1][C:2]1[CH:3]=[C:4]([C:27]2[C:28]([C:33]#[N:34])=[CH:29][CH:30]=[CH:31][CH:32]=2)[CH:5]=[CH:6][C:7]=1[CH2:8][C:9]1[C:14](=[O:15])[N:13]([C:16]2[CH:21]=[CH:20][C:19]([OH:22])=[CH:18][CH:17]=2)[C:12]([CH3:23])=[N:11][C:10]=1[CH2:24][CH2:25][CH3:26].Br[C:36]([CH3:42])([CH3:41])[C:37]([O:39][CH3:40])=[O:38].C(=O)([O-])[O-].[Cs+].[Cs+].C(OCC)(=O)C, predict the reaction product. The product is: [C:33]([C:28]1[CH:29]=[CH:30][CH:31]=[CH:32][C:27]=1[C:4]1[CH:5]=[CH:6][C:7]([CH2:8][C:9]2[C:14](=[O:15])[N:13]([C:16]3[CH:21]=[CH:20][C:19]([O:22][C:36]([CH3:42])([CH3:41])[C:37]([O:39][CH3:40])=[O:38])=[CH:18][CH:17]=3)[C:12]([CH3:23])=[N:11][C:10]=2[CH2:24][CH2:25][CH3:26])=[C:2]([F:1])[CH:3]=1)#[N:34]. (2) Given the reactants [CH2:1]([C:3]1[C:10]([O:11]C)=[CH:9][CH:8]=[C:7]([CH2:13][CH3:14])[C:4]=1[CH:5]=[O:6])[CH3:2].B(Br)(Br)Br, predict the reaction product. The product is: [CH2:1]([C:3]1[C:10]([OH:11])=[CH:9][CH:8]=[C:7]([CH2:13][CH3:14])[C:4]=1[CH:5]=[O:6])[CH3:2]. (3) Given the reactants Cl.[Cl:2][C:3]1[CH:4]=[CH:5][C:6]([S:11]([CH2:14][CH3:15])(=[O:13])=[O:12])=[C:7]([CH:10]=1)[CH2:8][NH2:9].[Cl:16][C:17]1[CH:18]=[C:19]([CH:23]=[C:24]([CH:42]=[CH2:43])[C:25]=1[CH2:26][N:27]1[CH2:32][CH2:31][CH2:30][C@H:29]([N:33]([CH3:41])[C:34]([O:36][C:37]([CH3:40])([CH3:39])[CH3:38])=[O:35])[CH2:28]1)[C:20](O)=[O:21], predict the reaction product. The product is: [Cl:16][C:17]1[CH:18]=[C:19]([C:20](=[O:21])[NH:9][CH2:8][C:7]2[CH:10]=[C:3]([Cl:2])[CH:4]=[CH:5][C:6]=2[S:11]([CH2:14][CH3:15])(=[O:13])=[O:12])[CH:23]=[C:24]([CH:42]=[CH2:43])[C:25]=1[CH2:26][N:27]1[CH2:32][CH2:31][CH2:30][C@H:29]([N:33]([CH3:41])[C:34](=[O:35])[O:36][C:37]([CH3:39])([CH3:38])[CH3:40])[CH2:28]1.